This data is from Reaction yield outcomes from USPTO patents with 853,638 reactions. The task is: Predict the reaction yield, written as a fraction of the theoretical maximum amount of product (1.0 means a 100% yield; for example, 0.34 means a 34% yield). The reactants are Cl.[C:2]([S:5][CH:6]1[CH2:11][CH2:10][NH:9][CH2:8][CH2:7]1)(=[O:4])[CH3:3].C(N(CC)CC)C.[F:19][C:20]([F:34])([F:33])[O:21][C:22]1[CH:32]=[CH:31][C:25](/[CH:26]=[CH:27]/[C:28](Cl)=[O:29])=[CH:24][CH:23]=1. The catalyst is ClCCl. The product is [C:2]([S:5][CH:6]1[CH2:11][CH2:10][N:9]([C:28](=[O:29])/[CH:27]=[CH:26]/[C:25]2[CH:24]=[CH:23][C:22]([O:21][C:20]([F:33])([F:34])[F:19])=[CH:32][CH:31]=2)[CH2:8][CH2:7]1)(=[O:4])[CH3:3]. The yield is 0.950.